Task: Predict the reaction yield, written as a fraction of the theoretical maximum amount of product (1.0 means a 100% yield; for example, 0.34 means a 34% yield).. Dataset: Reaction yield outcomes from USPTO patents with 853,638 reactions (1) The catalyst is C1COCC1. The reactants are [Br:1][C:2]1[CH:9]=[CH:8][C:5]([CH2:6]Br)=[CH:4][CH:3]=1.C(N(CC)CC)C.[CH2:17]1[C:20]2([CH2:25][CH2:24][NH:23][CH2:22][CH2:21]2)[CH2:19][O:18]1. The product is [Br:1][C:2]1[CH:9]=[CH:8][C:5]([CH2:6][N:23]2[CH2:24][CH2:25][C:20]3([CH2:17][O:18][CH2:19]3)[CH2:21][CH2:22]2)=[CH:4][CH:3]=1. The yield is 0.970. (2) The reactants are [N+]([O-])(O)=O.OS(O)(=O)=O.[CH3:10][C:11]1C=C(C=CC=1)C(O)=O.CC1C([N+]([O-])=O)=C(C([N+]([O-])=O)=CC=1)C(O)=O.[CH3:36][C:37]1[C:38]([N+:49]([O-:51])=[O:50])=[CH:39][C:40]([N+:46]([O-:48])=[O:47])=[C:41]([CH:45]=1)[C:42]([OH:44])=[O:43].O=S(Cl)Cl. The catalyst is CCO. The product is [CH2:10]([O:43][C:42](=[O:44])[C:41]1[CH:45]=[C:37]([CH3:36])[C:38]([N+:49]([O-:51])=[O:50])=[CH:39][C:40]=1[N+:46]([O-:48])=[O:47])[CH3:11]. The yield is 0.200. (3) The reactants are [Cl:1][C:2]([F:13])([F:12])[C:3]1[CH:8]=[CH:7][C:6]([CH:9](Cl)[CH3:10])=[CH:5][N:4]=1.[CH3:14][S-:15].[Na+]. The catalyst is C(O)C. The product is [Cl:1][C:2]([F:13])([F:12])[C:3]1[CH:8]=[CH:7][C:6]([CH:9]([S:15][CH3:14])[CH3:10])=[CH:5][N:4]=1. The yield is 0.400. (4) The reactants are C(OC([N:8]1[CH:12]([CH2:13][C:14]2[CH:19]=[CH:18][C:17]([O:20][C:21]3[N:26]4[CH:27]=[CH:28][N:29]=[C:25]4[CH:24]=[CH:23][CH:22]=3)=[CH:16][CH:15]=2)[CH2:11][O:10]C1(C)C)=O)(C)(C)C.Cl. The catalyst is O1CCOCC1.C(=O)([O-])O.[Na+]. The product is [NH2:8][C@@H:12]([CH2:13][C:14]1[CH:15]=[CH:16][C:17]([O:20][C:21]2[N:26]3[CH:27]=[CH:28][N:29]=[C:25]3[CH:24]=[CH:23][CH:22]=2)=[CH:18][CH:19]=1)[CH2:11][OH:10]. The yield is 0.880. (5) The reactants are [CH:1](=O)[C:2]1[CH:7]=[CH:6][CH:5]=[CH:4][CH:3]=1.Cl.[CH3:10][O:11][C:12](=[O:16])[C@@H:13]([CH3:15])[NH2:14].C(O[BH-](OC(=O)C)OC(=O)C)(=O)C.[Na+]. The catalyst is C(Cl)Cl. The product is [CH3:10][O:11][C:12](=[O:16])[C@@H:13]([CH3:15])[NH:14][CH2:1][C:2]1[CH:7]=[CH:6][CH:5]=[CH:4][CH:3]=1. The yield is 0.800.